This data is from TCR-epitope binding with 47,182 pairs between 192 epitopes and 23,139 TCRs. The task is: Binary Classification. Given a T-cell receptor sequence (or CDR3 region) and an epitope sequence, predict whether binding occurs between them. (1) The epitope is ELAGIGILTV. The TCR CDR3 sequence is CASSQDRWLSGQPQHF. Result: 1 (the TCR binds to the epitope). (2) The epitope is LPRRSGAAGA. The TCR CDR3 sequence is CATAARETQETQYF. Result: 1 (the TCR binds to the epitope). (3) The epitope is KLWAQCVQL. The TCR CDR3 sequence is CASGEGLAGQETQYF. Result: 1 (the TCR binds to the epitope). (4) The epitope is VLWAHGFEL. The TCR CDR3 sequence is CASSQLTDTQYF. Result: 1 (the TCR binds to the epitope). (5) The epitope is EILDITPCSF. The TCR CDR3 sequence is CASSLARGLNQPQHF. Result: 1 (the TCR binds to the epitope). (6) The epitope is GPGHKARVL. The TCR CDR3 sequence is CASSQRTGRPLHF. Result: 1 (the TCR binds to the epitope). (7) The epitope is KLGGALQAK. The TCR CDR3 sequence is CASSLYKGSGSPYEQYF. Result: 1 (the TCR binds to the epitope).